From a dataset of Catalyst prediction with 721,799 reactions and 888 catalyst types from USPTO. Predict which catalyst facilitates the given reaction. (1) Reactant: [Br:1][C:2]1[C:7]2[O:8][CH2:9][O:10][C:6]=2[CH:5]=[C:4]([CH:11](O)[CH:12]([CH3:14])[CH3:13])[CH:3]=1.C([SiH](CC)CC)C.FC(F)(F)C(O)=O.O. Product: [Br:1][C:2]1[C:7]2[O:8][CH2:9][O:10][C:6]=2[CH:5]=[C:4]([CH2:11][CH:12]([CH3:14])[CH3:13])[CH:3]=1. The catalyst class is: 4. (2) Reactant: [C:1]1([S:7]([N:10]2[C:18]3[C:13](=[CH:14][CH:15]=[CH:16][CH:17]=3)[C:12](Br)=[CH:11]2)(=[O:9])=[O:8])[CH:6]=[CH:5][CH:4]=[CH:3][CH:2]=1.[N:20]1[CH:25]=[CH:24][CH:23]=[CH:22][C:21]=1[C:26]1[C:27](B(O)O)=[C:28]2[CH2:33][CH2:32][CH2:31][N:29]2[N:30]=1. Product: [C:1]1([S:7]([N:10]2[C:18]3[C:13](=[CH:14][CH:15]=[CH:16][CH:17]=3)[C:12]([C:27]3[C:26]([C:21]4[CH:22]=[CH:23][CH:24]=[CH:25][N:20]=4)=[N:30][N:29]4[CH2:31][CH2:32][CH2:33][C:28]=34)=[CH:11]2)(=[O:9])=[O:8])[CH:6]=[CH:5][CH:4]=[CH:3][CH:2]=1. The catalyst class is: 2. (3) Reactant: [Se](=O)=[O:2].[CH3:4][C:5]([O:14][C:15](=[O:17])[CH3:16])([C:7]1[C:8]([CH3:13])=[N:9][CH:10]=[CH:11][CH:12]=1)[CH3:6]. Product: [CH:13]([C:8]1[C:7]([C:5]([O:14][C:15](=[O:17])[CH3:16])([CH3:4])[CH3:6])=[CH:12][CH:11]=[CH:10][N:9]=1)=[O:2]. The catalyst class is: 127. (4) Reactant: [CH:1]1([CH2:4][CH:5]([C:11]2[CH:16]=[CH:15][C:14]([N+:17]([O-])=O)=[C:13]([O:20][CH2:21][C:22]([F:25])([F:24])[F:23])[CH:12]=2)[C:6]([O:8][CH2:9][CH3:10])=[O:7])[CH2:3][CH2:2]1. Product: [NH2:17][C:14]1[CH:15]=[CH:16][C:11]([CH:5]([CH2:4][CH:1]2[CH2:2][CH2:3]2)[C:6]([O:8][CH2:9][CH3:10])=[O:7])=[CH:12][C:13]=1[O:20][CH2:21][C:22]([F:23])([F:24])[F:25]. The catalyst class is: 5. (5) Reactant: [N:1]1[CH:6]=[CH:5][CH:4]=[CH:3][C:2]=1[C:7]1[N:15]2[C:10]([CH:11]=[CH:12][CH:13]=[CH:14]2)=[CH:9][C:8]=1[CH:16]([NH2:18])[CH3:17].[NH2:19][C:20]1[C:25]([C:26]([NH2:28])=[O:27])=[C:24](Cl)[N:23]=[CH:22][N:21]=1.NC1C(C(O)=O)=C(Cl)N=CN=1.CCN(C(C)C)C(C)C. Product: [NH2:19][C:20]1[C:25]([C:26]([NH2:28])=[O:27])=[C:24]([NH:18][CH:16]([C:8]2[CH:9]=[C:10]3[N:15]([C:7]=2[C:2]2[CH:3]=[CH:4][CH:5]=[CH:6][N:1]=2)[CH:14]=[CH:13][CH:12]=[CH:11]3)[CH3:17])[N:23]=[CH:22][N:21]=1. The catalyst class is: 218.